Dataset: HIV replication inhibition screening data with 41,000+ compounds from the AIDS Antiviral Screen. Task: Binary Classification. Given a drug SMILES string, predict its activity (active/inactive) in a high-throughput screening assay against a specified biological target. (1) The molecule is O=Cc1ccccc1OCCOc1cc(OCCOc2ccccc2C=O)c(OCCOc2ccccc2C=O)cc1OCCOc1ccccc1C=O. The result is 0 (inactive). (2) The molecule is CCN(CC)CCNC(=O)c1cn2c(ccc3sc4ccccc4c(=O)c32)n1. The result is 0 (inactive). (3) The molecule is COc1c(C(=O)CC2c3c(cc4oc(C)cc(=O)c4c3OC)OC(=N)C2c2nc3ccccc3[nH]2)c(O)c(OC)c2occc12. The result is 1 (active). (4) The drug is CCCCC(CC)CN(Cc1cc(CN(CC(CC)CCCC)CC(CC)CCCC)c(O)c(CN(CC(CC)CCCC)CC(CC)CCCC)c1)CC(CC)CCCC. The result is 0 (inactive). (5) The compound is Clc1ccc2c(c1)Oc1ccccc1C=N2. The result is 0 (inactive). (6) The drug is CCOC(=O)CC1C(C(=O)OCC)=Cn2c([nH]c3cccc4cccc2c43)=C1C(=O)OCC. The result is 0 (inactive). (7) The compound is S=C(Nc1ccc2cn[nH]c2c1)Nc1ccc2cn[nH]c2c1. The result is 0 (inactive). (8) The result is 0 (inactive). The compound is O=C(NC(c1ccccc1)C(O)C(=O)OCc1ccc([N+](=O)[O-])cc1)c1ccccc1.